Dataset: Forward reaction prediction with 1.9M reactions from USPTO patents (1976-2016). Task: Predict the product of the given reaction. (1) The product is: [CH:5]1([C:5]2[C:6]([CH:5]3[CH2:10][CH2:9][CH2:8][CH2:7][CH2:6]3)=[C:7]([CH:5]3[CH2:10][CH2:9][CH2:8][CH2:7][CH2:6]3)[CH:8]=[CH:9][CH:10]=2)[CH2:10][CH2:9][CH2:8][CH2:7][CH2:6]1. Given the reactants [Cl-].[Al+3].[Cl-].[Cl-].[CH:5]1(Cl)[CH2:10][CH2:9][CH2:8][CH2:7][CH2:6]1, predict the reaction product. (2) Given the reactants Br[C:2]1[CH:7]=[CH:6][N:5]=[C:4]([N:8]([CH3:12])[C:9](=[O:11])[CH3:10])[CH:3]=1.[B:13]1([B:13]2[O:17][C:16]([CH3:19])([CH3:18])[C:15]([CH3:21])([CH3:20])[O:14]2)[O:17][C:16]([CH3:19])([CH3:18])[C:15]([CH3:21])([CH3:20])[O:14]1.C([O-])(=O)C.[K+], predict the reaction product. The product is: [CH3:12][N:8]([C:4]1[CH:3]=[C:2]([B:13]2[O:17][C:16]([CH3:19])([CH3:18])[C:15]([CH3:21])([CH3:20])[O:14]2)[CH:7]=[CH:6][N:5]=1)[C:9](=[O:11])[CH3:10]. (3) The product is: [C:1]([O:5][C:6]([N:8]1[CH2:11][C:10]2([CH2:14][CH:13]([NH:15][C:16]3[C:21]([C:28]4[CH:27]=[N:26][N:25]([CH3:24])[CH:29]=4)=[CH:20][N:19]=[C:18]([Cl:23])[N:17]=3)[CH2:12]2)[CH2:9]1)=[O:7])([CH3:4])([CH3:3])[CH3:2]. Given the reactants [C:1]([O:5][C:6]([N:8]1[CH2:11][C:10]2([CH2:14][CH:13]([NH:15][C:16]3[C:21](Br)=[CH:20][N:19]=[C:18]([Cl:23])[N:17]=3)[CH2:12]2)[CH2:9]1)=[O:7])([CH3:4])([CH3:3])[CH3:2].[CH3:24][N:25]1[CH:29]=[C:28](B2OC(C)(C)C(C)(C)O2)[CH:27]=[N:26]1.C(=O)([O-])[O-].[K+].[K+], predict the reaction product. (4) Given the reactants C([O:3][P:4]([CH2:9][C:10]1[CH:11]=[C:12]([C:21]([O:23]CC)=[O:22])[CH:13]=[C:14]([C:16]([O:18]CC)=[O:17])[CH:15]=1)([O:6]CC)=[O:5])C, predict the reaction product. The product is: [P:4]([CH2:9][C:10]1[CH:15]=[C:14]([C:16]([OH:18])=[O:17])[CH:13]=[C:12]([C:21]([OH:23])=[O:22])[CH:11]=1)([OH:6])([OH:5])=[O:3].